Dataset: Catalyst prediction with 721,799 reactions and 888 catalyst types from USPTO. Task: Predict which catalyst facilitates the given reaction. (1) The catalyst class is: 326. Product: [Cl:9][CH2:10][CH2:11][C:12]([NH:1][C:2]1[CH:7]=[CH:6][C:5]([OH:8])=[CH:4][CH:3]=1)=[O:13]. Reactant: [NH2:1][C:2]1[CH:7]=[CH:6][C:5]([OH:8])=[CH:4][CH:3]=1.[Cl:9][CH2:10][CH2:11][C:12](Cl)=[O:13]. (2) Reactant: [Cl:1][C:2]1[CH:7]=[CH:6][C:5]([C@@H:8]2[C:17]3[C:12](=[CH:13][CH:14]=[CH:15][CH:16]=3)[CH2:11][C@H:10]([CH3:18])[NH:9]2)=[CH:4][CH:3]=1.[N:19]([C:22]1[CH:29]=[CH:28][C:25]([C:26]#[N:27])=[CH:24][CH:23]=1)=[C:20]=[O:21]. Product: [Cl:1][C:2]1[CH:7]=[CH:6][C:5]([C@@H:8]2[C:17]3[C:12](=[CH:13][CH:14]=[CH:15][CH:16]=3)[CH2:11][C@H:10]([CH3:18])[N:9]2[C:20]([NH:19][C:22]2[CH:29]=[CH:28][C:25]([C:26]#[N:27])=[CH:24][CH:23]=2)=[O:21])=[CH:4][CH:3]=1. The catalyst class is: 2. (3) Reactant: C[Mg]Br.[CH2:4](OCC)C.C[Si]([N-][Si](C)(C)C)(C)C.[Li+].C(=O)=O.CC(C)=O.[O:26]1[CH:30]=[CH:29][CH:28]=[C:27]1/[CH:31]=[C:32](\[C:38]1[CH:43]=[CH:42][N:41]=[CH:40][CH:39]=1)/[C:33]([O:35]CC)=O. Product: [O:26]1[CH:30]=[CH:29][CH:28]=[C:27]1/[CH:31]=[C:32](\[C:38]1[CH:39]=[CH:40][N:41]=[CH:42][CH:43]=1)/[C:33](=[O:35])[CH3:4]. The catalyst class is: 7. (4) Reactant: [NH2:1][C:2]1[C:3]([CH3:14])=[C:4]2[C:9](=[CH:10][C:11]=1[CH3:12])[C:8](=[O:13])[CH2:7][CH2:6][CH2:5]2.C(N(CC)CC)C.[C:22]([CH2:26][C:27](Cl)=[O:28])([CH3:25])([CH3:24])[CH3:23]. Product: [CH3:14][C:3]1[C:4]2[CH2:5][CH2:6][CH2:7][C:8](=[O:13])[C:9]=2[CH:10]=[C:11]([CH3:12])[C:2]=1[NH:1][C:27](=[O:28])[CH2:26][C:22]([CH3:25])([CH3:24])[CH3:23]. The catalyst class is: 4. (5) Reactant: [CH3:1][C:2]([CH2:5][C@H:6]1[NH:10][C@@H:9]([C:11]([NH:13][CH:14]2[CH2:19][CH2:18][CH:17]([OH:20])[CH2:16][CH2:15]2)=[O:12])[C@H:8]([C:21]2[CH:26]=[CH:25][CH:24]=[C:23]([Cl:27])[C:22]=2[F:28])[C@:7]21[C:37](=[O:38])[NH:36][C:30]1[CH:31]=[C:32]([Cl:35])[CH:33]=[CH:34][C:29]2=1)([CH3:4])[CH3:3]. Product: [CH3:4][C:2]([CH2:5][C@@H:6]1[NH:10][C@@H:9]([C:11]([NH:13][CH:14]2[CH2:15][CH2:16][CH:17]([OH:20])[CH2:18][CH2:19]2)=[O:12])[C@H:8]([C:21]2[CH:26]=[CH:25][CH:24]=[C:23]([Cl:27])[C:22]=2[F:28])[C@@:7]21[C:37](=[O:38])[NH:36][C:30]1[CH:31]=[C:32]([Cl:35])[CH:33]=[CH:34][C:29]2=1)([CH3:1])[CH3:3]. The catalyst class is: 24. (6) Reactant: [F:1][C:2]1[CH:7]=[CH:6][C:5]([CH2:8][C:9]#[N:10])=[CH:4][CH:3]=1.[Cl:11][C:12]1[C:13]([F:20])=[C:14]([CH:17]=[CH:18][CH:19]=1)[CH:15]=O.C[O-].[Na+]. Product: [Cl:11][C:12]1[C:13]([F:20])=[C:14](/[CH:15]=[C:8](/[C:5]2[CH:6]=[CH:7][C:2]([F:1])=[CH:3][CH:4]=2)\[C:9]#[N:10])[CH:17]=[CH:18][CH:19]=1. The catalyst class is: 5. (7) Product: [CH3:7][O:8][C:9]1[CH:10]=[CH:11][C:12]([N:15]2[C:19]([C:20]3[CH:25]=[CH:24][C:23]([O:26][CH3:27])=[CH:22][CH:21]=3)=[N:18][C:17]([O:28][CH2:31][C:30]([F:34])([F:33])[F:29])=[N:16]2)=[CH:13][CH:14]=1. The catalyst class is: 35. Reactant: C(=O)([O-])[O-].[K+].[K+].[CH3:7][O:8][C:9]1[CH:14]=[CH:13][C:12]([N:15]2[C:19]([C:20]3[CH:25]=[CH:24][C:23]([O:26][CH3:27])=[CH:22][CH:21]=3)=[N:18][C:17]([OH:28])=[N:16]2)=[CH:11][CH:10]=1.[F:29][C:30]([F:34])([F:33])[CH2:31]I.C(OCC)(=O)C.